This data is from Full USPTO retrosynthesis dataset with 1.9M reactions from patents (1976-2016). The task is: Predict the reactants needed to synthesize the given product. (1) Given the product [CH3:43][N:40]1[CH2:41][CH2:42][CH:37]([O:36][C:45]2[CH:46]=[CH:47][CH:48]=[C:49]3[C:54]=2[N:53]=[C:52]([NH:55][C:56]2[CH:57]=[C:58]([S:62]([NH2:65])(=[O:64])=[O:63])[CH:59]=[CH:60][CH:61]=2)[N:51]=[CH:50]3)[CH2:38][CH2:39]1, predict the reactants needed to synthesize it. The reactants are: C1(P(C2C=CC=CC=2)C2C=CC=CC=2)C=CC=CC=1.CC(OC(/N=N/C(OC(C)(C)C)=O)=O)(C)C.[OH:36][CH:37]1[CH2:42][CH2:41][N:40]([CH3:43])[CH2:39][CH2:38]1.O[C:45]1[CH:46]=[CH:47][CH:48]=[C:49]2[C:54]=1[N:53]=[C:52]([NH:55][C:56]1[CH:57]=[C:58]([S:62]([NH2:65])(=[O:64])=[O:63])[CH:59]=[CH:60][CH:61]=1)[N:51]=[CH:50]2. (2) Given the product [NH2:12][C:11]1[N:10]=[C:9]2[CH2:13][CH2:14][CH2:15][C:8]2=[CH:7][C:6]=1[C:4]([OH:5])=[O:3], predict the reactants needed to synthesize it. The reactants are: C([O:3][C:4]([C:6]1[CH:7]=[C:8]2[CH2:15][CH2:14][CH2:13][C:9]2=[N:10][C:11]=1[NH2:12])=[O:5])C.[OH-].[Na+].Cl. (3) Given the product [NH:1]([C:16]([O:18][C:19]([CH3:22])([CH3:21])[CH3:20])=[O:17])[C@H:2]([C:13]([NH:23][C@H:24]([C:32]([O:34][CH3:35])=[O:33])[CH2:25][CH2:26][CH2:27][NH:28][C:29](=[NH:30])[NH2:31])=[O:15])[CH2:3][C:4]1[C:12]2[C:7](=[CH:8][CH:9]=[CH:10][CH:11]=2)[NH:6][CH:5]=1, predict the reactants needed to synthesize it. The reactants are: [NH:1]([C:16]([O:18][C:19]([CH3:22])([CH3:21])[CH3:20])=[O:17])[C@H:2]([C:13]([OH:15])=O)[CH2:3][C:4]1[C:12]2[C:7](=[CH:8][CH:9]=[CH:10][CH:11]=2)[NH:6][CH:5]=1.[NH2:23][C@H:24]([C:32]([O:34][CH3:35])=[O:33])[CH2:25][CH2:26][CH2:27][NH:28][C:29](=[NH:31])[NH2:30].Cl.Cl.C1C=CC2N(O)N=NC=2C=1.CCN(C(C)C)C(C)C.CN(C(ON1N=NC2C=CC=CC1=2)=[N+](C)C)C.F[P-](F)(F)(F)(F)F. (4) The reactants are: [CH2:1]([O:8][CH2:9][CH:10]([NH:28][OH:29])[CH2:11][S:12]([N:15]1[CH2:20][CH2:19][N:18]([C:21]2[CH:26]=[C:25]([Cl:27])[N:24]=[CH:23][N:22]=2)[CH2:17][CH2:16]1)(=[O:14])=[O:13])[C:2]1[CH:7]=[CH:6][CH:5]=[CH:4][CH:3]=1.[O:30]1CCC[CH2:31]1. Given the product [CH2:1]([O:8][CH2:9][CH:10]([N:28]([OH:29])[CH:31]=[O:30])[CH2:11][S:12]([N:15]1[CH2:20][CH2:19][N:18]([C:21]2[CH:26]=[C:25]([Cl:27])[N:24]=[CH:23][N:22]=2)[CH2:17][CH2:16]1)(=[O:14])=[O:13])[C:2]1[CH:7]=[CH:6][CH:5]=[CH:4][CH:3]=1, predict the reactants needed to synthesize it.